This data is from Full USPTO retrosynthesis dataset with 1.9M reactions from patents (1976-2016). The task is: Predict the reactants needed to synthesize the given product. (1) Given the product [NH2:47][C:45]1[N:12]([C:11]2[CH:13]=[CH:14][C:8]([CH2:7][N:4]3[CH2:3][CH2:2][O:1][CH2:6][CH2:5]3)=[CH:9][CH:10]=2)[C:17]([C:19]2[CH:24]=[C:23]([CH:25]([CH3:27])[CH3:26])[C:22]([OH:28])=[CH:21][C:20]=2[OH:29])=[N:44][N:43]=1, predict the reactants needed to synthesize it. The reactants are: [O:1]1[CH2:6][CH2:5][N:4]([CH2:7][C:8]2[CH:14]=[CH:13][C:11]([NH2:12])=[CH:10][CH:9]=2)[CH2:3][CH2:2]1.S([C:17]([C:19]1[CH:24]=[C:23]([CH:25]([CH3:27])[CH3:26])[C:22]([OH:28])=[CH:21][C:20]=1[OH:29])=S)([C:17]([C:19]1[CH:24]=[C:23]([CH:25]([CH3:27])[CH3:26])[C:22]([OH:28])=[CH:21][C:20]=1[OH:29])=S)=O.[NH:43]([C:45]([NH2:47])=O)[NH2:44].N1C=CC=CC=1. (2) Given the product [O:40]=[C:32]1[N:28]2[C:29]3[CH:30]=[CH:31][C:23]([C:9]4[CH:14]=[N:13][C:12]([N:15]5[CH2:19][CH2:18][O:17][C:16]5=[O:20])=[CH:11][CH:10]=4)=[CH:24][C:25]=3[CH2:26][C@H:27]2[C@H:34]([CH2:35][NH:36][C:37](=[O:39])[CH3:38])[O:33]1, predict the reactants needed to synthesize it. The reactants are: CC1(C)C(C)(C)OB([C:9]2[CH:10]=[CH:11][C:12]([N:15]3[CH2:19][CH2:18][O:17][C:16]3=[O:20])=[N:13][CH:14]=2)O1.Br[C:23]1[CH:31]=[CH:30][C:29]2[N:28]3[C:32](=[O:40])[O:33][C@@H:34]([CH2:35][NH:36][C:37](=[O:39])[CH3:38])[C@@H:27]3[CH2:26][C:25]=2[CH:24]=1.C([O-])([O-])=O.[K+].[K+]. (3) Given the product [F:24][C:19]1[CH:20]=[CH:21][CH:22]=[CH:23][C:18]=1[CH2:17][N:10]1[C:11]2=[N:12][CH:13]=[CH:14][CH:15]=[C:16]2[C:8]([C:5]2[N:6]=[N:7][C:2]([C:29]3[CH:30]=[N:31][CH:32]=[C:27]([F:26])[CH:28]=3)=[C:3]([NH2:25])[N:4]=2)=[N:9]1, predict the reactants needed to synthesize it. The reactants are: Cl[C:2]1[N:7]=[N:6][C:5]([C:8]2[C:16]3[C:11](=[N:12][CH:13]=[CH:14][CH:15]=3)[N:10]([CH2:17][C:18]3[CH:23]=[CH:22][CH:21]=[CH:20][C:19]=3[F:24])[N:9]=2)=[N:4][C:3]=1[NH2:25].[F:26][C:27]1[CH:28]=[C:29](B(O)O)[CH:30]=[N:31][CH:32]=1.C(=O)([O-])[O-].[K+].[K+].C1(P(C2CCCCC2)C2CCCCC2)CCCCC1. (4) Given the product [C:1]([O:5][C:6](=[O:33])[NH:7][CH2:8][CH2:9][CH2:10][N:11]([CH:12]([C:15]1[N:16]([CH2:26][C:27]2[CH:32]=[CH:31][CH:30]=[CH:29][CH:28]=2)[C:17](=[O:25])[C:18]2[C:23]([CH3:24])=[N:22][O:21][C:19]=2[N:20]=1)[CH2:13][CH3:14])[C:39](=[O:40])[C:38]1[CH:42]=[CH:43][C:35]([CH3:34])=[CH:36][CH:37]=1)([CH3:2])([CH3:3])[CH3:4], predict the reactants needed to synthesize it. The reactants are: [C:1]([O:5][C:6](=[O:33])[NH:7][CH2:8][CH2:9][CH2:10][NH:11][CH:12]([C:15]1[N:16]([CH2:26][C:27]2[CH:32]=[CH:31][CH:30]=[CH:29][CH:28]=2)[C:17](=[O:25])[C:18]2[C:23]([CH3:24])=[N:22][O:21][C:19]=2[N:20]=1)[CH2:13][CH3:14])([CH3:4])([CH3:3])[CH3:2].[CH3:34][C:35]1[CH:43]=[CH:42][C:38]([C:39](Cl)=[O:40])=[CH:37][CH:36]=1.C(N(CC)CC)C.